The task is: Predict the product of the given reaction.. This data is from Forward reaction prediction with 1.9M reactions from USPTO patents (1976-2016). (1) Given the reactants [CH3:1][N:2]1[C:10]2[C:5](=[C:6]([CH3:11])[CH:7]=[CH:8][CH:9]=2)[C:4]([CH2:12][N:13]2[C:17]3[CH:18]=[CH:19][CH:20]=[CH:21][C:16]=3[N:15]([CH:22]([CH2:27][O:28][CH3:29])[CH2:23][C:24]([OH:26])=O)[C:14]2=[O:30])=[CH:3]1.C1N=CN(C(N2C=NC=C2)=O)C=1.[CH3:43][N:44]1[CH:48]=[C:47]([S:49]([NH2:52])(=[O:51])=[O:50])[N:46]=[CH:45]1.C1CCN2C(=NCCC2)CC1.Cl, predict the reaction product. The product is: [CH3:1][N:2]1[C:10]2[C:5](=[C:6]([CH3:11])[CH:7]=[CH:8][CH:9]=2)[C:4]([CH2:12][N:13]2[C:17]3[CH:18]=[CH:19][CH:20]=[CH:21][C:16]=3[N:15]([CH:22]([CH2:27][O:28][CH3:29])[CH2:23][C:24]([NH:52][S:49]([C:47]3[N:46]=[CH:45][N:44]([CH3:43])[CH:48]=3)(=[O:51])=[O:50])=[O:26])[C:14]2=[O:30])=[CH:3]1. (2) The product is: [CH3:13][CH:14]([CH3:22])[CH2:15][CH2:16][CH2:17][C:18](=[O:19])[CH2:1][P:2](=[O:7])([O:5][CH3:6])[O:3][CH3:4]. Given the reactants [CH3:1][P:2](=[O:7])([O:5][CH3:6])[O:3][CH3:4].[Li]CCCC.[CH3:13][CH:14]([CH3:22])[CH2:15][CH2:16][CH2:17][C:18](OC)=[O:19].CC(C)CCCC(O)=O.S(=O)(=O)(O)O, predict the reaction product. (3) Given the reactants Br[C:2]1[N:3]=[C:4]([CH3:7])[S:5][CH:6]=1.[CH2:8]([C:12]1[O:13][C:14]2[CH:20]=[CH:19][CH:18]=[CH:17][C:15]=2[N:16]=1)[CH2:9][C:10]#[CH:11], predict the reaction product. The product is: [CH3:7][C:4]1[S:5][CH:6]=[C:2]([C:11]#[C:10][CH2:9][CH2:8][C:12]2[O:13][C:14]3[CH:20]=[CH:19][CH:18]=[CH:17][C:15]=3[N:16]=2)[N:3]=1. (4) Given the reactants [F:1][C:2]1[CH:10]=[C:9]([F:11])[CH:8]=[CH:7][C:3]=1[C:4]([OH:6])=[O:5].S(Cl)(Cl)(=O)=O.[CH3:17]O, predict the reaction product. The product is: [F:1][C:2]1[CH:10]=[C:9]([F:11])[CH:8]=[CH:7][C:3]=1[C:4]([O:6][CH3:17])=[O:5].